From a dataset of Full USPTO retrosynthesis dataset with 1.9M reactions from patents (1976-2016). Predict the reactants needed to synthesize the given product. (1) The reactants are: CS([C:4]1[N:9]=[CH:8][C:7]2=[CH:10][CH:11]=[C:12]([C:13]3[CH:18]=[CH:17][CH:16]=[CH:15][C:14]=3[O:19][CH3:20])[N:6]2[N:5]=1)=O.C(N(CC)C(C)C)(C)C.[NH2:30][C:31]1[CH:32]=[C:33]([N:37]2[CH2:42][CH2:41][N:40]([CH2:43][C:44]([CH3:47])([OH:46])[CH3:45])[CH2:39][CH2:38]2)[CH:34]=[CH:35][CH:36]=1. Given the product [CH3:20][O:19][C:14]1[CH:15]=[CH:16][CH:17]=[CH:18][C:13]=1[C:12]1[N:6]2[C:7]([CH:8]=[N:9][C:4]([NH:30][C:31]3[CH:32]=[C:33]([N:37]4[CH2:38][CH2:39][N:40]([CH2:43][C:44]([CH3:47])([OH:46])[CH3:45])[CH2:41][CH2:42]4)[CH:34]=[CH:35][CH:36]=3)=[N:5]2)=[CH:10][CH:11]=1, predict the reactants needed to synthesize it. (2) Given the product [Cl:1][C:2]1[CH:3]=[C:4]([CH:8]=[CH:9][C:10]=1[N+:11]([O-:13])=[O:12])[C:5]([NH:23][CH:24]1[CH2:29][CH2:28][N:27]([CH3:30])[CH2:26][CH2:25]1)=[O:6], predict the reactants needed to synthesize it. The reactants are: [Cl:1][C:2]1[CH:3]=[C:4]([CH:8]=[CH:9][C:10]=1[N+:11]([O-:13])=[O:12])[C:5](Cl)=[O:6].C(N(CC)C(C)C)(C)C.[NH2:23][CH:24]1[CH2:29][CH2:28][N:27]([CH3:30])[CH2:26][CH2:25]1. (3) Given the product [CH3:20][N:19]1[C:15]([C:3](=[N:2][O:1][CH2:23][C:24]2[N:25]=[C:26]([NH2:29])[S:27][CH:28]=2)[C:4]2[CH:9]=[CH:8][C:7]([CH3:10])=[C:6]([C:11]([F:13])([F:14])[F:12])[CH:5]=2)=[N:16][N:17]=[N:18]1, predict the reactants needed to synthesize it. The reactants are: [OH:1][N:2]=[C:3]([C:15]1[N:19]([CH3:20])[N:18]=[N:17][N:16]=1)[C:4]1[CH:9]=[CH:8][C:7]([CH3:10])=[C:6]([C:11]([F:14])([F:13])[F:12])[CH:5]=1.Cl.Cl[CH2:23][C:24]1[N:25]=[C:26]([NH2:29])[S:27][CH:28]=1.